This data is from Reaction yield outcomes from USPTO patents with 853,638 reactions. The task is: Predict the reaction yield, written as a fraction of the theoretical maximum amount of product (1.0 means a 100% yield; for example, 0.34 means a 34% yield). (1) The product is [Br:10][CH2:9][C:5]1[CH:6]=[CH:7][CH:8]=[C:3]([CH2:2][O:17][CH2:16][CH:12]2[CH2:13][CH2:14][CH2:15][O:11]2)[N:4]=1. The reactants are Br[CH2:2][C:3]1[CH:8]=[CH:7][CH:6]=[C:5]([CH2:9][Br:10])[N:4]=1.[O:11]1[CH2:15][CH2:14][CH2:13][CH:12]1[CH2:16][OH:17]. No catalyst specified. The yield is 0.190. (2) The reactants are [O:1]=[C:2]1[NH:6][C:5](=O)/[C:4](=[CH:8]/[C:9]2[CH:27]=[CH:26][C:12]([O:13][C:14]3[CH:21]=[CH:20][C:17]([C:18]#[N:19])=[CH:16][C:15]=3[C:22]([F:25])([F:24])[F:23])=[C:11]([O:28][CH3:29])[CH:10]=2)/[S:3]1.COC1C=CC(P2(SP(C3C=CC(OC)=CC=3)(=S)S2)=[S:39])=CC=1. The catalyst is C1(C)C=CC=CC=1. The product is [CH3:29][O:28][C:11]1[CH:10]=[C:9](/[CH:8]=[C:4]2/[C:5](=[S:39])[NH:6][C:2](=[O:1])[S:3]/2)[CH:27]=[CH:26][C:12]=1[O:13][C:14]1[CH:21]=[CH:20][C:17]([C:18]#[N:19])=[CH:16][C:15]=1[C:22]([F:24])([F:25])[F:23]. The yield is 0.462. (3) The reactants are C[O:2][C:3]([C:5]1([O:8][C:9]2[C:14]([O:15][CH3:16])=[C:13]([Cl:17])[N:12]=[C:11]([Cl:18])[N:10]=2)[CH2:7][CH2:6]1)=O.CC(C[AlH]CC(C)C)C. The catalyst is C(Cl)Cl. The product is [Cl:18][C:11]1[N:10]=[C:9]([O:8][C:5]2([CH2:3][OH:2])[CH2:6][CH2:7]2)[C:14]([O:15][CH3:16])=[C:13]([Cl:17])[N:12]=1. The yield is 0.830.